Dataset: Forward reaction prediction with 1.9M reactions from USPTO patents (1976-2016). Task: Predict the product of the given reaction. (1) Given the reactants Br[C:2]1[CH:3]=[C:4]([CH:8]=[CH:9][N:10]=1)[C:5]([OH:7])=[O:6].[NH:11]1[CH:15]=[C:14]([CH:16]=[O:17])[N:13]=[CH:12]1, predict the reaction product. The product is: [CH:16]([C:14]1[N:13]=[CH:12][N:11]([C:2]2[CH:3]=[C:4]([CH:8]=[CH:9][N:10]=2)[C:5]([OH:7])=[O:6])[CH:15]=1)=[O:17]. (2) Given the reactants [N+:1]([C:4]1[CH:5]=[C:6]([CH:9]=[CH:10][C:11]=1[NH2:12])[C:7]#[N:8])([O-:3])=[O:2].C[Si]([N-][Si](C)(C)C)(C)C.[Na+].[CH3:23][S:24](O[S:24]([CH3:23])(=[O:26])=[O:25])(=[O:26])=[O:25], predict the reaction product. The product is: [CH3:23][S:24]([NH:12][C:11]1[CH:10]=[CH:9][C:6]([C:7]#[N:8])=[CH:5][C:4]=1[N+:1]([O-:3])=[O:2])(=[O:26])=[O:25]. (3) Given the reactants S(Cl)(Cl)=O.[C:5]([C:7]1[CH:8]=[C:9]2[C:13](=[CH:14][CH:15]=1)[NH:12][C:11]([C:16]([OH:18])=[O:17])=[CH:10]2)#[N:6].[CH2:19](O)[CH3:20], predict the reaction product. The product is: [C:5]([C:7]1[CH:8]=[C:9]2[C:13](=[CH:14][CH:15]=1)[NH:12][C:11]([C:16]([O:18][CH2:19][CH3:20])=[O:17])=[CH:10]2)#[N:6]. (4) Given the reactants Cl.[CH3:2][C:3]1[S:12][C:11]2[NH:10][C:9]3[CH:13]=[CH:14][CH:15]=[CH:16][C:8]=3[N:7]=[C:6]([NH2:17])[C:5]=2[CH:4]=1.[CH2:18]([C@H:26]1[CH2:31]N[CH2:29][CH2:28][NH:27]1)[CH2:19][C:20]1[CH:25]=[CH:24][CH:23]=[CH:22][CH:21]=1, predict the reaction product. The product is: [CH3:2][C:3]1[S:12][C:11]2[NH:10][C:9]3[CH:13]=[CH:14][CH:15]=[CH:16][C:8]=3[N:7]=[C:6]([N:17]3[CH2:29][CH2:28][NH:27][C@@H:26]([CH2:18][CH2:19][C:20]4[CH:21]=[CH:22][CH:23]=[CH:24][CH:25]=4)[CH2:31]3)[C:5]=2[CH:4]=1. (5) The product is: [C:18]1([NH:24][C:25](=[O:26])[NH:1][C:2]2[CH:7]=[CH:6][CH:5]=[CH:4][C:3]=2[NH:8][S:9]([C:12]2[CH:17]=[CH:16][CH:15]=[CH:14][CH:13]=2)(=[O:11])=[O:10])[CH:23]=[CH:22][CH:21]=[CH:20][CH:19]=1. Given the reactants [NH2:1][C:2]1[CH:7]=[CH:6][CH:5]=[CH:4][C:3]=1[NH:8][S:9]([C:12]1[CH:17]=[CH:16][CH:15]=[CH:14][CH:13]=1)(=[O:11])=[O:10].[C:18]1([N:24]=[C:25]=[O:26])[CH:23]=[CH:22][CH:21]=[CH:20][CH:19]=1, predict the reaction product.